From a dataset of Reaction yield outcomes from USPTO patents with 853,638 reactions. Predict the reaction yield, written as a fraction of the theoretical maximum amount of product (1.0 means a 100% yield; for example, 0.34 means a 34% yield). The reactants are Cl[C:2]1[C:11]2[N:12]=[CH:13][N:14]([CH3:15])[C:10]=2[C:9]2[CH:8]=[C:7]([Cl:16])[CH:6]=[CH:5][C:4]=2[N:3]=1.[NH:17]1[CH2:22][CH2:21][NH:20][CH2:19][CH2:18]1. The catalyst is CCO. The product is [Cl:16][C:7]1[CH:6]=[CH:5][C:4]2[N:3]=[C:2]([N:17]3[CH2:22][CH2:21][NH:20][CH2:19][CH2:18]3)[C:11]3[N:12]=[CH:13][N:14]([CH3:15])[C:10]=3[C:9]=2[CH:8]=1. The yield is 0.570.